This data is from TCR-epitope binding with 47,182 pairs between 192 epitopes and 23,139 TCRs. The task is: Binary Classification. Given a T-cell receptor sequence (or CDR3 region) and an epitope sequence, predict whether binding occurs between them. (1) The epitope is GTSGSPIINR. The TCR CDR3 sequence is CASSYSMDGHSNQPQHF. Result: 0 (the TCR does not bind to the epitope). (2) The epitope is FTYASALWEI. The TCR CDR3 sequence is CASSLGRQETQYF. Result: 0 (the TCR does not bind to the epitope). (3) The TCR CDR3 sequence is CSAGGDRETQYIQYF. The epitope is MMISAGFSL. Result: 0 (the TCR does not bind to the epitope). (4) The epitope is EIYKRWII. The TCR CDR3 sequence is CASSPRPAGLAEYNEQFF. Result: 0 (the TCR does not bind to the epitope).